Dataset: Full USPTO retrosynthesis dataset with 1.9M reactions from patents (1976-2016). Task: Predict the reactants needed to synthesize the given product. (1) The reactants are: [CH2:1]1[CH2:6][C@H:5]([C@H:7]([C:14]([OH:16])=[O:15])[C:8]2[CH:13]=[CH:12][CH:11]=[CH:10][CH:9]=2)[NH:4][CH2:3][CH2:2]1.[C:17]([C@:25]([C:40]([OH:42])=[O:41])([OH:39])[C@:26]([C:31](=[O:38])[C:32]1[CH:37]=[CH:36][CH:35]=[CH:34][CH:33]=1)([OH:30])[C:27]([OH:29])=[O:28])(=[O:24])[C:18]1[CH:23]=[CH:22][CH:21]=[CH:20][CH:19]=1. Given the product [CH2:1]1[CH2:6][C@H:5]([C@H:7]([C:14]([OH:16])=[O:15])[C:8]2[CH:9]=[CH:10][CH:11]=[CH:12][CH:13]=2)[NH:4][CH2:3][CH2:2]1.[C:31]([C:26]([C:27]([OH:29])=[O:28])([OH:30])[C:25]([C:17](=[O:24])[C:18]1[CH:23]=[CH:22][CH:21]=[CH:20][CH:19]=1)([OH:39])[C:40]([OH:42])=[O:41])(=[O:38])[C:32]1[CH:37]=[CH:36][CH:35]=[CH:34][CH:33]=1, predict the reactants needed to synthesize it. (2) Given the product [F:32][C:26]1[CH:27]=[CH:28][CH:29]=[C:30]([F:31])[C:25]=1[C:24]([NH:23][C:19]1[CH:20]=[CH:21][CH:22]=[C:17]([C:9]2[C:8]([C:6]3[CH:5]=[CH:4][N:3]=[C:2]([NH:44][C:40]4[CH:39]=[C:38]5[C:43](=[CH:42][CH:41]=4)[CH:34]=[N:35][CH:36]=[CH:37]5)[N:7]=3)=[C:12]3[CH:13]=[CH:14][CH:15]=[CH:16][N:11]3[N:10]=2)[CH:18]=1)=[O:33], predict the reactants needed to synthesize it. The reactants are: Cl[C:2]1[N:7]=[C:6]([C:8]2[C:9]([C:17]3[CH:18]=[C:19]([NH:23][C:24](=[O:33])[C:25]4[C:30]([F:31])=[CH:29][CH:28]=[CH:27][C:26]=4[F:32])[CH:20]=[CH:21][CH:22]=3)=[N:10][N:11]3[CH:16]=[CH:15][CH:14]=[CH:13][C:12]=23)[CH:5]=[CH:4][N:3]=1.[CH:34]1[C:43]2[C:38](=[CH:39][C:40]([NH2:44])=[CH:41][CH:42]=2)[CH:37]=[CH:36][N:35]=1. (3) Given the product [Cl:1][C:2]1[C:3]([C:18]#[N:19])=[CH:4][C:5]2[N:6]([C:8]([S:14]([Cl:29])(=[O:16])=[O:15])=[C:9]([CH:11]([CH3:13])[CH3:12])[N:10]=2)[CH:7]=1, predict the reactants needed to synthesize it. The reactants are: [Cl:1][C:2]1[C:3]([C:18]#[N:19])=[CH:4][C:5]2[N:6]([C:8]([S:14](O)(=[O:16])=[O:15])=[C:9]([CH:11]([CH3:13])[CH3:12])[N:10]=2)[CH:7]=1.C(N(CC)CC)C.P(Cl)(Cl)([Cl:29])=O. (4) The reactants are: [CH2:1]([O:8][C:9]([C:11]1[N:12]([S:23]([C:26]2[CH:31]=[CH:30][C:29]([CH3:32])=[CH:28][CH:27]=2)(=[O:25])=[O:24])[CH:13]=[C:14]([C:16]2[CH:21]=[CH:20][C:19]([NH2:22])=[CH:18][CH:17]=2)[CH:15]=1)=[O:10])[C:2]1[CH:7]=[CH:6][CH:5]=[CH:4][CH:3]=1.[CH:33]([C:36]1[CH:41]=[CH:40][C:39]([N:42]=[C:43]=[O:44])=[CH:38][CH:37]=1)([CH3:35])[CH3:34]. Given the product [CH2:1]([O:8][C:9]([C:11]1[N:12]([S:23]([C:26]2[CH:27]=[CH:28][C:29]([CH3:32])=[CH:30][CH:31]=2)(=[O:25])=[O:24])[CH:13]=[C:14]([C:16]2[CH:21]=[CH:20][C:19]([NH:22][C:43]([NH:42][C:39]3[CH:40]=[CH:41][C:36]([CH:33]([CH3:35])[CH3:34])=[CH:37][CH:38]=3)=[O:44])=[CH:18][CH:17]=2)[CH:15]=1)=[O:10])[C:2]1[CH:3]=[CH:4][CH:5]=[CH:6][CH:7]=1, predict the reactants needed to synthesize it. (5) Given the product [Cl:15][C:16]1[CH:20]=[CH:19][S:18][C:17]=1[C:21]1[O:9][N:8]=[C:6]([C:5]2[CH:10]=[CH:11][CH:12]=[C:3]([C:2]([F:13])([F:14])[F:1])[CH:4]=2)[N:7]=1, predict the reactants needed to synthesize it. The reactants are: [F:1][C:2]([F:14])([F:13])[C:3]1[CH:4]=[C:5]([CH:10]=[CH:11][CH:12]=1)[C:6](=[N:8][OH:9])[NH2:7].[Cl:15][C:16]1[CH:20]=[CH:19][S:18][C:17]=1[C:21](Cl)=O. (6) The reactants are: [S:1]1[CH2:6][CH2:5][CH:4]([CH2:7][NH2:8])[CH2:3][CH2:2]1.Cl[C:10]1[CH:11]=[CH:12][C:13]2[N:14]([C:16]([C:19]3[CH:24]=[CH:23][CH:22]=[C:21]([O:25][C:26]([F:29])([F:28])[F:27])[CH:20]=3)=[CH:17][N:18]=2)[N:15]=1.CCN(C(C)C)C(C)C.[F-].[Cs+]. Given the product [S:1]1[CH2:6][CH2:5][CH:4]([CH2:7][NH:8][C:10]2[CH:11]=[CH:12][C:13]3[N:14]([C:16]([C:19]4[CH:24]=[CH:23][CH:22]=[C:21]([O:25][C:26]([F:27])([F:29])[F:28])[CH:20]=4)=[CH:17][N:18]=3)[N:15]=2)[CH2:3][CH2:2]1, predict the reactants needed to synthesize it. (7) Given the product [C:1]([C:5]1[N:6]=[C:7]([N:43]2[CH2:47][CH2:46][C:45]([F:48])([F:49])[CH2:44]2)[C:8]2[C:9](=[N:11][N:12]([CH2:14][C:15]3[C:16]([C:39]([F:40])([F:41])[F:42])=[N:17][NH:18][CH:19]=3)[N:13]=2)[N:10]=1)([CH3:4])([CH3:2])[CH3:3], predict the reactants needed to synthesize it. The reactants are: [C:1]([C:5]1[N:6]=[C:7]([N:43]2[CH2:47][CH2:46][C:45]([F:49])([F:48])[CH2:44]2)[C:8]2[C:9](=[N:11][N:12]([CH2:14][C:15]3[C:16]([C:39]([F:42])([F:41])[F:40])=[N:17][N:18](C(C4C=CC=CC=4)(C4C=CC=CC=4)C4C=CC=CC=4)[CH:19]=3)[N:13]=2)[N:10]=1)([CH3:4])([CH3:3])[CH3:2].C([SiH](CC)CC)C. (8) Given the product [ClH:55].[ClH:55].[CH2:1]([O:8][C:9]1[CH:14]=[CH:13][N:12]([C:15]2[CH:16]=[CH:17][C:18]3[C:19]4[CH2:28][N:27]([CH:29]5[CH2:30][CH2:31][NH:32][CH2:33][CH2:34]5)[CH2:26][CH2:25][C:20]=4[N:21]([CH3:24])[C:22]=3[CH:23]=2)[C:11](=[O:42])[CH:10]=1)[C:2]1[CH:3]=[CH:4][CH:5]=[CH:6][CH:7]=1, predict the reactants needed to synthesize it. The reactants are: [CH2:1]([O:8][C:9]1[CH:14]=[CH:13][N:12]([C:15]2[CH:16]=[CH:17][C:18]3[C:19]4[CH2:28][N:27]([CH:29]5[CH2:34][CH2:33][N:32](C(OC(C)(C)C)=O)[CH2:31][CH2:30]5)[CH2:26][CH2:25][C:20]=4[N:21]([CH3:24])[C:22]=3[CH:23]=2)[C:11](=[O:42])[CH:10]=1)[C:2]1[CH:7]=[CH:6][CH:5]=[CH:4][CH:3]=1.C1(N)C(F)=C(F)C(F)=C(N)C=1F.[ClH:55].Cl.